Dataset: Peptide-MHC class I binding affinity with 185,985 pairs from IEDB/IMGT. Task: Regression. Given a peptide amino acid sequence and an MHC pseudo amino acid sequence, predict their binding affinity value. This is MHC class I binding data. (1) The peptide sequence is HPRVSSEVHI. The MHC is HLA-B57:01 with pseudo-sequence HLA-B57:01. The binding affinity (normalized) is 0. (2) The peptide sequence is TVFCFFNYI. The MHC is HLA-B46:01 with pseudo-sequence HLA-B46:01. The binding affinity (normalized) is 0.0847.